Dataset: Forward reaction prediction with 1.9M reactions from USPTO patents (1976-2016). Task: Predict the product of the given reaction. (1) Given the reactants [CH:1]12[CH2:10][CH:5]3[CH2:6][CH:7]([CH2:9][CH:3]([CH2:4]3)[CH:2]1[N:11]1[C:14](=[O:15])[C:13]([CH3:17])([CH3:16])[NH:12]1)[CH2:8]2.[Cl:18][C:19]1[CH:26]=[CH:25][CH:24]=[C:23]([Cl:27])[C:20]=1[CH2:21]Br, predict the reaction product. The product is: [Cl:18][C:19]1[CH:26]=[CH:25][CH:24]=[C:23]([Cl:27])[C:20]=1[CH2:21][N:12]1[C:13]([CH3:17])([CH3:16])[C:14](=[O:15])[N:11]1[CH:2]1[CH:3]2[CH2:4][CH:5]3[CH2:6][CH:7]([CH2:8][CH:1]1[CH2:10]3)[CH2:9]2. (2) Given the reactants [CH2:1]([O:8][C:9]1[CH:10]=[C:11]([CH:13]=[CH:14][CH:15]=1)[NH2:12])[C:2]1[CH:7]=[CH:6][CH:5]=[CH:4][CH:3]=1.[N:16]([O-])=O.[Na+].[Sn](Cl)[Cl:21].[OH-].[Na+], predict the reaction product. The product is: [ClH:21].[CH2:1]([O:8][C:9]1[CH:10]=[C:11]([NH:12][NH2:16])[CH:13]=[CH:14][CH:15]=1)[C:2]1[CH:3]=[CH:4][CH:5]=[CH:6][CH:7]=1. (3) Given the reactants F[C:2]1[CH:9]=[CH:8][CH:7]=[C:6]([C:10]2[CH:15]=[CH:14][N:13]=[CH:12][N:11]=2)[C:3]=1[C:4]#[N:5].[Cl:16][C:17]1[CH:18]=[C:19]([CH:23]=[CH:24][C:25]=1[OH:26])[C:20]([OH:22])=[O:21].C(=O)([O-])[O-].[K+].[K+].O, predict the reaction product. The product is: [Cl:16][C:17]1[CH:18]=[C:19]([CH:23]=[CH:24][C:25]=1[O:26][C:2]1[CH:9]=[CH:8][CH:7]=[C:6]([C:10]2[CH:15]=[CH:14][N:13]=[CH:12][N:11]=2)[C:3]=1[C:4]#[N:5])[C:20]([OH:22])=[O:21].